Task: Predict the product of the given reaction.. Dataset: Forward reaction prediction with 1.9M reactions from USPTO patents (1976-2016) (1) Given the reactants [Br:1][C:2]1[C:11]2[C:6](=[CH:7][CH:8]=[CH:9][CH:10]=2)[C:5](Br)=[CH:4][CH:3]=1.C([Li])CCC.C[Si]([O:22]O[Si](C)(C)C)(C)C, predict the reaction product. The product is: [Br:1][C:2]1[C:11]2[C:6](=[CH:7][CH:8]=[CH:9][CH:10]=2)[C:5]([OH:22])=[CH:4][CH:3]=1. (2) Given the reactants O=[C:2]1[CH2:7][CH2:6][CH:5]([C:8]([O:10][CH2:11][CH3:12])=[O:9])[CH2:4][CH2:3]1.[CH2:13]([NH:20][CH2:21][C:22]1[CH:27]=[CH:26][CH:25]=[CH:24][CH:23]=1)[C:14]1[CH:19]=[CH:18][CH:17]=[CH:16][CH:15]=1.C(O[BH-](OC(=O)C)OC(=O)C)(=O)C.[Na+].Cl.[OH-].[Na+], predict the reaction product. The product is: [CH2:21]([N:20]([CH:2]1[CH2:7][CH2:6][CH:5]([C:8]([O:10][CH2:11][CH3:12])=[O:9])[CH2:4][CH2:3]1)[CH2:13][C:14]1[CH:19]=[CH:18][CH:17]=[CH:16][CH:15]=1)[C:22]1[CH:27]=[CH:26][CH:25]=[CH:24][CH:23]=1. (3) Given the reactants C(NC(C1C=C(S([O:16][CH2:17][C@:18]([OH:68])([CH3:67])[C:19](=[O:66])[C@H:20]([CH2:62][CH:63]([CH3:65])[CH3:64])[NH:21][C:22](=[O:61])[C@H:23]([CH2:54][C:55]2[CH:60]=[CH:59][CH:58]=[CH:57][CH:56]=2)[NH:24][C:25](=[O:53])[C@H:26]([CH2:49][CH:50]([CH3:52])[CH3:51])[NH:27][C:28](=[O:48])[C@H:29]([CH2:40][CH2:41][C:42]2[CH:47]=[CH:46][CH:45]=[CH:44][CH:43]=2)[NH:30][C:31](=[O:39])[CH2:32][N:33]2[CH2:38][CH2:37][O:36][CH2:35][CH2:34]2)(=O)=O)C=CC=1)=O)C#C.[CH2:69]([O:72][C:73]1[CH:78]=[C:77]([O:79][CH3:80])[C:76]([S:81](Cl)(=[O:83])=[O:82])=[C:75]([O:85][CH3:86])[CH:74]=1)[C:70]#[CH:71].OC[C@](O)(C)C(=O)[C@@H](NC(=O)[C@@H](NC(=O)[C@@H](NC(=O)[C@@H](NC(=O)CN1CCOCC1)CCC1C=CC=CC=1)CC(C)C)CC1C=CC=CC=1)CC(C)C, predict the reaction product. The product is: [CH3:80][O:79][C:77]1[CH:78]=[C:73]([O:72][CH2:69][C:70]#[CH:71])[CH:74]=[C:75]([O:85][CH3:86])[C:76]=1[S:81]([O:16][CH2:17][C:18]([OH:68])([CH3:67])[C:19](=[O:66])[C@H:20]([CH2:62][CH:63]([CH3:64])[CH3:65])[NH:21][C:22](=[O:61])[C@H:23]([CH2:54][C:55]1[CH:60]=[CH:59][CH:58]=[CH:57][CH:56]=1)[NH:24][C:25](=[O:53])[C@H:26]([CH2:49][CH:50]([CH3:52])[CH3:51])[NH:27][C:28](=[O:48])[C@H:29]([CH2:40][CH2:41][C:42]1[CH:47]=[CH:46][CH:45]=[CH:44][CH:43]=1)[NH:30][C:31](=[O:39])[CH2:32][N:33]1[CH2:38][CH2:37][O:36][CH2:35][CH2:34]1)(=[O:83])=[O:82]. (4) Given the reactants [N:1]([CH2:4][C@H:5]([CH3:29])[C@H:6]([C@H:15]1[CH2:19][O:18]C(C)(C)[N:16]1[C:22]([O:24][C:25]([CH3:28])([CH3:27])[CH3:26])=[O:23])[O:7][Si:8]([C:11]([CH3:14])([CH3:13])[CH3:12])([CH3:10])[CH3:9])=[N+:2]=[N-:3].C1(C)C=CC(S([O-])(=O)=O)=CC=1.[NH+]1C=CC=CC=1.CCN(C(C)C)C(C)C.C(OC(OC(C)(C)C)=O)(OC(C)(C)C)=O, predict the reaction product. The product is: [N:1]([CH2:4][C@H:5]([CH3:29])[C@@H:6]([O:7][Si:8]([C:11]([CH3:14])([CH3:13])[CH3:12])([CH3:9])[CH3:10])[C@H:15]([NH:16][C:22](=[O:23])[O:24][C:25]([CH3:28])([CH3:26])[CH3:27])[CH2:19][OH:18])=[N+:2]=[N-:3]. (5) Given the reactants O(C1C=CC(N[N:15]=[C:16]([C:19]#[N:20])[C:17]#[N:18])=CC=1)C1C=CC=CC=1.[O:21]([C:28]1[CH:34]=[CH:33][C:31]([NH2:32])=[CH:30][CH:29]=1)[C:22]1[CH:27]=[CH:26][CH:25]=[CH:24][CH:23]=1.C(#N)CC#N.O.[NH2:41][NH2:42], predict the reaction product. The product is: [O:21]([C:28]1[CH:29]=[CH:30][C:31]([NH:32][N:15]=[C:16]2[C:17]([NH2:18])=[N:42][N:41]=[C:19]2[NH2:20])=[CH:33][CH:34]=1)[C:22]1[CH:23]=[CH:24][CH:25]=[CH:26][CH:27]=1. (6) Given the reactants [F:1][C:2]([F:11])([F:10])[CH2:3][CH2:4][CH:5]([C:8]#[N:9])[C:6]#[N:7].[Cl:12][C:13]1[CH:18]=[CH:17][C:16]([CH2:19]Cl)=[CH:15][N:14]=1.C(=O)([O-])[O-].[K+].[K+].O, predict the reaction product. The product is: [Cl:12][C:13]1[N:14]=[CH:15][C:16]([CH2:19][C:5]([CH2:4][CH2:3][C:2]([F:10])([F:11])[F:1])([C:8]#[N:9])[C:6]#[N:7])=[CH:17][CH:18]=1.